From a dataset of Reaction yield outcomes from USPTO patents with 853,638 reactions. Predict the reaction yield, written as a fraction of the theoretical maximum amount of product (1.0 means a 100% yield; for example, 0.34 means a 34% yield). (1) The product is [CH2:1]([C:8]1[NH:26][C:11]2[N:12]=[N:13][C:14]([CH2:16][CH2:17][CH2:18][CH2:19][C:20]3[S:24][C:23]([NH:25][C:29](=[O:30])[C@@H:28]([OH:27])[C:32]4[CH:37]=[CH:36][CH:35]=[CH:34][CH:33]=4)=[N:22][N:21]=3)=[CH:15][C:10]=2[CH:9]=1)[C:2]1[CH:7]=[CH:6][CH:5]=[CH:4][CH:3]=1. The reactants are [CH2:1]([C:8]1[NH:26][C:11]2[N:12]=[N:13][C:14]([CH2:16][CH2:17][CH2:18][CH2:19][C:20]3[S:24][C:23]([NH2:25])=[N:22][N:21]=3)=[CH:15][C:10]=2[CH:9]=1)[C:2]1[CH:7]=[CH:6][CH:5]=[CH:4][CH:3]=1.[OH:27][C@@H:28]([C:32]1[CH:37]=[CH:36][CH:35]=[CH:34][CH:33]=1)[C:29](O)=[O:30]. The yield is 0.180. The catalyst is CN(C=O)C. (2) The reactants are [O:1]1[C:5]2([CH2:10][CH2:9][CH:8]([C:11]([O:13]CC)=O)[CH2:7][CH2:6]2)[O:4][CH2:3][CH2:2]1.Cl.[CH3:17][NH:18][O:19][CH3:20].C([Mg]Cl)(C)C.O. The catalyst is C1COCC1. The product is [CH3:20][O:19][N:18]([CH3:17])[C:11]([CH:8]1[CH2:7][CH2:6][C:5]2([O:1][CH2:2][CH2:3][O:4]2)[CH2:10][CH2:9]1)=[O:13]. The yield is 0.990. (3) The reactants are S(=O)(=O)(O)O.[N+:6]([C:9]1[CH:23]=[CH:22][CH:21]=[CH:20][C:10]=1[O:11]/[C:12](=[CH:16]\[C:17]([OH:19])=O)/[C:13]([OH:15])=[O:14])([O-:8])=[O:7].[N+](C1C=CC=CC=1O/C(=C/C(O)=O)/C(O)=O)([O-])=O. No catalyst specified. The product is [N+:6]([C:9]1[C:10]2[O:11][C:12]([C:13]([OH:15])=[O:14])=[CH:16][C:17](=[O:19])[C:20]=2[CH:21]=[CH:22][CH:23]=1)([O-:8])=[O:7]. The yield is 0.350. (4) The reactants are N[C:2]1[CH:10]=[CH:9][CH:8]=[C:4]([C:5]([OH:7])=[O:6])[C:3]=1[C:11]([OH:13])=[O:12].[N+]([O-])([O-])=O.[Na+].[I-:19].[K+].NC(N)=O.S([O-])([O-])(=O)=S.[Na+].[Na+]. The catalyst is Cl. The product is [I:19][C:2]1[CH:10]=[CH:9][CH:8]=[C:4]([C:5]([OH:7])=[O:6])[C:3]=1[C:11]([OH:13])=[O:12]. The yield is 0.620.